Dataset: Catalyst prediction with 721,799 reactions and 888 catalyst types from USPTO. Task: Predict which catalyst facilitates the given reaction. (1) Reactant: [OH:1][C:2]([C:55]1[S:56][CH:57]=[CH:58][CH:59]=1)([C:50]1[S:51][CH:52]=[CH:53][CH:54]=1)[C:3]([O:5][C@H:6]1[CH2:11][CH2:10][C@H:9]([N:12]([CH2:14][CH2:15][CH2:16][N:17]2[C:21]3[CH:22]=[CH:23][C:24]([CH2:26][NH:27][CH2:28][C@H:29]([O:42][Si](C(C)(C)C)(C)C)[C:30]4[CH:39]=[CH:38][C:37]([OH:40])=[C:36]5[C:31]=4[CH:32]=[CH:33][C:34](=[O:41])[NH:35]5)=[CH:25][C:20]=3N=N2)[CH3:13])[CH2:8][CH2:7]1)=[O:4].[FH:60].F.F.[CH2:63](N(CC)CC)[CH3:64].C(#N)C. Product: [FH:60].[FH:60].[OH:1][C:2]([C:50]1[S:51][CH:52]=[CH:53][CH:54]=1)([C:55]1[S:56][CH:57]=[CH:58][CH:59]=1)[C:3]([O:5][C@H:6]1[CH2:7][CH2:8][C@H:9]([N:12]([CH2:14][CH2:15][CH2:16][N:17]2[C:21]3[C:20](=[CH:25][C:24]([CH2:26][NH:27][CH2:28][C@H:29]([OH:42])[C:30]4[CH:39]=[CH:38][C:37]([OH:40])=[C:36]5[C:31]=4[CH:32]=[CH:33][C:34](=[O:41])[NH:35]5)=[CH:23][CH:22]=3)[CH:64]=[CH:63]2)[CH3:13])[CH2:10][CH2:11]1)=[O:4]. The catalyst class is: 1. (2) Reactant: [CH:1]1([CH2:4][O:5][C:6]2[N:11]=[C:10]([C:12](OC)=O)[CH:9]=[C:8]([C:16]3[CH:17]=[N:18][C:19]([NH:31][C:32]([NH:34][CH2:35][CH3:36])=[O:33])=[CH:20][C:21]=3[C:22]3[S:23][CH:24]=[C:25]([C:27]([F:30])([F:29])[F:28])[N:26]=3)[CH:7]=2)[CH2:3][CH2:2]1.[OH-].[Li+].[C:39]([NH:42][NH2:43])(=[O:41])[CH3:40].P(Cl)(Cl)(Cl)=O.C(=O)(O)[O-].[Na+]. Product: [CH:1]1([CH2:4][O:5][C:6]2[CH:7]=[C:8]([C:16]3[CH:17]=[N:18][C:19]([NH:31][C:32]([NH:34][CH2:35][CH3:36])=[O:33])=[CH:20][C:21]=3[C:22]3[S:23][CH:24]=[C:25]([C:27]([F:29])([F:30])[F:28])[N:26]=3)[CH:9]=[C:10]([C:12]3[O:41][C:39]([CH3:40])=[N:42][N:43]=3)[N:11]=2)[CH2:3][CH2:2]1. The catalyst class is: 132. (3) Reactant: [Cl:1][C:2]1[C:3]([NH:19]C(=O)C(C)(C)C)=[N:4][C:5]([NH:12]C(=O)C(C)(C)C)=[C:6]([CH:11]=1)[C:7]([O:9][CH3:10])=[O:8].CC(C)([O-])C.[K+]. Product: [NH2:12][C:5]1[N:4]=[C:3]([NH2:19])[C:2]([Cl:1])=[CH:11][C:6]=1[C:7]([O:9][CH3:10])=[O:8]. The catalyst class is: 5. (4) Reactant: [F:1][C:2]1[CH:7]=[CH:6][C:5]([C:8]2[C:12]([C:13]3[N:14]=[CH:15][N:16]([C:18]4[CH:26]=[CH:25][C:21]([C:22](O)=[O:23])=[CH:20][CH:19]=4)[CH:17]=3)=[C:11]([C:27]([F:30])([F:29])[F:28])[O:10][N:9]=2)=[CH:4][CH:3]=1.Cl.C([N:34]=C=NCCCN(C)C)C.ON1C2C=CC=CC=2N=N1.[Cl-].[NH4+].C(N(CC)C(C)C)(C)C. Product: [F:1][C:2]1[CH:3]=[CH:4][C:5]([C:8]2[C:12]([C:13]3[N:14]=[CH:15][N:16]([C:18]4[CH:26]=[CH:25][C:21]([C:22]([NH2:34])=[O:23])=[CH:20][CH:19]=4)[CH:17]=3)=[C:11]([C:27]([F:28])([F:29])[F:30])[O:10][N:9]=2)=[CH:6][CH:7]=1. The catalyst class is: 1. (5) Reactant: [CH2:1]([OH:17])[CH2:2][CH2:3][CH2:4][CH2:5][CH2:6][CH2:7][CH2:8][CH2:9][CH2:10][CH2:11][CH2:12][CH2:13][CH2:14][CH2:15][CH3:16].[O:18]=[P:19](Cl)(Cl)Cl.CCN(CC)CC.[CH2:30]([CH2:32][NH2:33])[OH:31].Cl.C1C[O:38]CC1. Product: [CH2:1]([O:17][P:19](=[O:18])([OH:38])[O:31][CH2:30][CH2:32][NH2:33])[CH2:2][CH2:3][CH2:4][CH2:5][CH2:6][CH2:7][CH2:8][CH2:9][CH2:10][CH2:11][CH2:12][CH2:13][CH2:14][CH2:15][CH3:16]. The catalyst class is: 6. (6) Reactant: [OH:1][CH2:2][C:3]1[C:4]([C:16]2[CH:21]=[CH:20][C:19]([O:22][C:23](=[O:31])[C:24]3[CH:29]=[CH:28][CH:27]=[CH:26][C:25]=3[CH3:30])=[CH:18][C:17]=2[O:32][CH3:33])=[CH:5][CH:6]=[C:7]2[C:12]=1[NH:11][C:10](=[O:13])[C:9]([CH3:15])([CH3:14])[NH:8]2.[CH3:34][O:35][C:36]1[CH:41]=[CH:40][C:39]([N+:42]([O-:44])=[O:43])=[CH:38][C:37]=1O.C(P(CCCC)CCCC)CCC.N(C(N1CCCCC1)=O)=NC(N1CCCCC1)=O.C1CCN(C(/N=N/C(N2CCCCC2)=O)=O)CC1. Product: [CH3:33][O:32][C:17]1[CH:18]=[C:19]([O:22][C:23](=[O:31])[C:24]2[CH:29]=[CH:28][CH:27]=[CH:26][C:25]=2[CH3:30])[CH:20]=[CH:21][C:16]=1[C:4]1[C:3]([CH2:2][O:1][C:37]2[CH:38]=[C:39]([N+:42]([O-:44])=[O:43])[CH:40]=[CH:41][C:36]=2[O:35][CH3:34])=[C:12]2[C:7]([NH:8][C:9]([CH3:14])([CH3:15])[C:10](=[O:13])[NH:11]2)=[CH:6][CH:5]=1. The catalyst class is: 7. (7) Product: [Br:11][C:7]1[CH:6]=[C:5]2[C:4](=[C:9]([CH3:10])[CH:8]=1)[C:3](=[O:14])[N:21]([CH2:20][C:19]1[CH:22]=[CH:23][C:16]([Cl:15])=[CH:17][CH:18]=1)[CH2:12]2. The catalyst class is: 345. Reactant: CO[C:3](=[O:14])[C:4]1[C:9]([CH3:10])=[CH:8][C:7]([Br:11])=[CH:6][C:5]=1[CH2:12]Br.[Cl:15][C:16]1[CH:23]=[CH:22][C:19]([CH2:20][NH2:21])=[CH:18][CH:17]=1.C([O-])([O-])=O.[K+].[K+].C(OCC)(=O)C. (8) Reactant: [CH:1]([C:3]1[CH:8]=[CH:7][C:6]([CH2:9][CH2:10][NH:11][C:12](=[O:18])[O:13][C:14]([CH3:17])([CH3:16])[CH3:15])=[CH:5][CH:4]=1)=O.[CH3:19][CH:20]1[CH2:24][CH2:23][CH2:22][NH:21]1.C(O)(=O)C.C(O[BH-](OC(=O)C)OC(=O)C)(=O)C.[Na+].C(=O)([O-])O.[Na+]. Product: [CH3:19][CH:20]1[CH2:24][CH2:23][CH2:22][N:21]1[CH2:1][C:3]1[CH:8]=[CH:7][C:6]([CH2:9][CH2:10][NH:11][C:12](=[O:18])[O:13][C:14]([CH3:17])([CH3:16])[CH3:15])=[CH:5][CH:4]=1. The catalyst class is: 1. (9) Reactant: [Br:1][C:2]1[N:7]=[CH:6][C:5]([CH:8]=[O:9])=[CH:4][CH:3]=1.[CH2:10](O)[CH2:11][OH:12].O.C1(C)C=CC(S(O)(=O)=O)=CC=1.C(=O)([O-])O.[Na+]. Product: [Br:1][C:2]1[CH:3]=[CH:4][C:5]([CH:8]2[O:12][CH2:11][CH2:10][O:9]2)=[CH:6][N:7]=1. The catalyst class is: 226. (10) Reactant: [CH2:1]([N:3](CC)CC)[CH3:2].[Cl:8][C:9]1[CH:10]=[C:11]([CH:33]=[CH:34][C:35]=1[Cl:36])[CH2:12][N:13]1[CH2:18][CH2:17][O:16][C@@H:15]([CH2:19][NH:20][C:21](=[O:32])[NH:22][CH2:23][C:24]2[O:28][C:27]([C:29](O)=[O:30])=[CH:26][CH:25]=2)[CH2:14]1.ON1C2C=CC=CC=2N=N1.Cl.C(N)C.C(N(CC)C(C)C)(C)C.Cl.CN(C)CCCN=C=NCC. Product: [CH2:1]([NH:3][C:29]([C:27]1[O:28][C:24]([CH2:23][NH:22][C:21]([NH:20][CH2:19][C@@H:15]2[O:16][CH2:17][CH2:18][N:13]([CH2:12][C:11]3[CH:33]=[CH:34][C:35]([Cl:36])=[C:9]([Cl:8])[CH:10]=3)[CH2:14]2)=[O:32])=[CH:25][CH:26]=1)=[O:30])[CH3:2]. The catalyst class is: 9.